This data is from Full USPTO retrosynthesis dataset with 1.9M reactions from patents (1976-2016). The task is: Predict the reactants needed to synthesize the given product. (1) Given the product [CH2:1]([O:3][C:4]([C:6]1[C:10]([CH3:11])=[CH:9][NH:8][C:7]=1[CH2:12][C:13](=[O:15])[NH:16][CH2:17][CH2:18][NH:19][C:20](=[O:22])[CH3:21])=[O:5])[CH3:2], predict the reactants needed to synthesize it. The reactants are: [CH2:1]([O:3][C:4]([C:6]1[C:10]([CH3:11])=[CH:9][NH:8][C:7]=1[CH2:12][C:13]([OH:15])=O)=[O:5])[CH3:2].[NH2:16][CH2:17][CH2:18][NH:19][C:20](=[O:22])[CH3:21].Cl.C(N=C=NCCCN(C)C)C.ON1C2C=CC=CC=2N=N1.[OH-].[Na+]. (2) The reactants are: C[Si](C)(C)[C:3]1[NH:7][N:6]=[N:5][C:4]=1[CH2:8][N:9]1[CH:13]=[C:12]([C:14]([O:16]C)=[O:15])[N:11]=[N:10]1.O1CCCC1.[OH-].[Li+].Cl. Given the product [NH:7]1[CH:3]=[C:4]([CH2:8][N:9]2[CH:13]=[C:12]([C:14]([OH:16])=[O:15])[N:11]=[N:10]2)[N:5]=[N:6]1, predict the reactants needed to synthesize it. (3) Given the product [Cl:23][C:14]1[C:15]([C:19]([F:22])([F:21])[F:20])=[CH:16][CH:17]=[CH:18][C:13]=1[C:11]([N:9]1[CH2:8][CH2:7][N:6]2[C:2]([C:28]3[CH:27]=[CH:26][C:25]([F:24])=[CH:30][N:29]=3)=[CH:3][N:4]=[C:5]2[CH2:10]1)=[O:12], predict the reactants needed to synthesize it. The reactants are: Br[C:2]1[N:6]2[CH2:7][CH2:8][N:9]([C:11]([C:13]3[CH:18]=[CH:17][CH:16]=[C:15]([C:19]([F:22])([F:21])[F:20])[C:14]=3[Cl:23])=[O:12])[CH2:10][C:5]2=[N:4][CH:3]=1.[F:24][C:25]1[CH:26]=[CH:27][C:28]([Sn](C)(C)C)=[N:29][CH:30]=1.[Br-]. (4) The reactants are: [CH:1]1([C:4]([N:6]2[CH2:10][CH2:9][C@@H:8]([CH2:11][NH:12][C:13]3[C:18]([N+:19]([O-])=O)=[CH:17][CH:16]=[CH:15][N:14]=3)[CH2:7]2)=[O:5])[CH2:3][CH2:2]1. Given the product [CH:1]1([C:4]([N:6]2[CH2:10][CH2:9][C@@H:8]([CH2:11][NH:12][C:13]3[C:18]([NH2:19])=[CH:17][CH:16]=[CH:15][N:14]=3)[CH2:7]2)=[O:5])[CH2:3][CH2:2]1, predict the reactants needed to synthesize it. (5) Given the product [NH2:1][C:2]1[C:11]([NH:12][C:31](=[O:32])[C:30]2[CH:34]=[CH:35][C:36]([Br:37])=[C:28]([F:27])[CH:29]=2)=[CH:10][CH:9]=[CH:8][C:3]=1[C:4]([O:6][CH3:7])=[O:5], predict the reactants needed to synthesize it. The reactants are: [NH2:1][C:2]1[C:11]([N+:12]([O-])=O)=[CH:10][CH:9]=[CH:8][C:3]=1[C:4]([O:6][CH3:7])=[O:5].O1CCCC1.C(N(CC)CC)C.[F:27][C:28]1[CH:29]=[C:30]([CH:34]=[CH:35][C:36]=1[Br:37])[C:31](Cl)=[O:32]. (6) Given the product [CH2:1]([CH:8]1[CH2:9][CH2:10][N:11]([C:14](=[O:26])[C:15]([NH:17][C:18]2[CH:23]=[CH:22][CH:21]=[C:20]([C:24]3[NH:29][N:28]=[N:27][N:25]=3)[CH:19]=2)=[O:16])[CH2:12][CH2:13]1)[C:2]1[CH:7]=[CH:6][CH:5]=[CH:4][CH:3]=1, predict the reactants needed to synthesize it. The reactants are: [CH2:1]([CH:8]1[CH2:13][CH2:12][N:11]([C:14](=[O:26])[C:15]([NH:17][C:18]2[CH:23]=[CH:22][CH:21]=[C:20]([C:24]#[N:25])[CH:19]=2)=[O:16])[CH2:10][CH2:9]1)[C:2]1[CH:7]=[CH:6][CH:5]=[CH:4][CH:3]=1.[N:27]([Sn](C)(C)C)=[N+:28]=[N-:29].